From a dataset of Cav3 T-type calcium channel HTS with 100,875 compounds. Binary Classification. Given a drug SMILES string, predict its activity (active/inactive) in a high-throughput screening assay against a specified biological target. (1) The compound is Clc1ccc(S(=O)(=O)N2C(CCC2)C(=O)N\N=C\c2ccc(OC(=O)C)cc2)cc1. The result is 0 (inactive). (2) The drug is O(c1c(C(C)C)cccc1)CCCOc1cc(OC)ccc1. The result is 0 (inactive). (3) The drug is S(=O)(=O)(NCC(=O)N(CCc1ccccc1)CC(=O)NCc1occc1)c1ccccc1. The result is 0 (inactive). (4) The molecule is s1c(N2CCN(CC2)CC(=O)Nc2cc3OCOc3cc2)nc(c1)c1cc(OC)ccc1. The result is 0 (inactive).